This data is from Reaction yield outcomes from USPTO patents with 853,638 reactions. The task is: Predict the reaction yield, written as a fraction of the theoretical maximum amount of product (1.0 means a 100% yield; for example, 0.34 means a 34% yield). The reactants are Br[C:2]1[N:3]([CH:13]2[CH2:18][CH2:17][CH2:16][CH2:15][O:14]2)[C:4]2[C:9]([N:10]=1)=[C:8]([Cl:11])[N:7]=[C:6]([Cl:12])[N:5]=2.C([Sn](CCCC)(CCCC)[C:24]([O:26][CH2:27][CH3:28])=[CH2:25])CCC.O1C=CC=C1P(C1OC=CC=1)C1OC=CC=1. The catalyst is CN(C=O)C. The product is [Cl:12][C:6]1[N:5]=[C:4]2[C:9]([N:10]=[C:2]([C:24]([O:26][CH2:27][CH3:28])=[CH2:25])[N:3]2[CH:13]2[CH2:18][CH2:17][CH2:16][CH2:15][O:14]2)=[C:8]([Cl:11])[N:7]=1. The yield is 0.530.